Dataset: NCI-60 drug combinations with 297,098 pairs across 59 cell lines. Task: Regression. Given two drug SMILES strings and cell line genomic features, predict the synergy score measuring deviation from expected non-interaction effect. (1) Drug 1: C1=CC(=CC=C1CC(C(=O)O)N)N(CCCl)CCCl.Cl. Drug 2: C1=NNC2=C1C(=O)NC=N2. Cell line: IGROV1. Synergy scores: CSS=23.2, Synergy_ZIP=-1.39, Synergy_Bliss=5.78, Synergy_Loewe=-3.09, Synergy_HSA=6.51. (2) Drug 1: CC12CCC3C(C1CCC2NC(=O)OCC(F)(F)F)CCC4C3(C=CC(=O)N4C)C. Drug 2: CC1=C(C(=O)C2=C(C1=O)N3CC4C(C3(C2COC(=O)N)OC)N4)N. Cell line: T-47D. Synergy scores: CSS=23.5, Synergy_ZIP=0.0246, Synergy_Bliss=1.02, Synergy_Loewe=-2.48, Synergy_HSA=2.36.